From a dataset of Retrosynthesis with 50K atom-mapped reactions and 10 reaction types from USPTO. Predict the reactants needed to synthesize the given product. (1) Given the product CN1CCN(c2nc3ccc(Cl)cc3c3[nH]cnc23)CC1, predict the reactants needed to synthesize it. The reactants are: CN1CCNCC1.Clc1ccc2nc(Cl)c3nc[nH]c3c2c1. (2) The reactants are: COC(=O)c1cc(-c2cnc(Nc3cc(C)cc(Cl)c3)nc2-n2ccc(C(F)(F)F)n2)cnc1OC. Given the product COc1ncc(-c2cnc(Nc3cc(C)cc(Cl)c3)nc2-n2ccc(C(F)(F)F)n2)cc1C(=O)O, predict the reactants needed to synthesize it. (3) Given the product Cc1nc(-c2c(Cl)c3ccccc3n2-c2ccc(CNC(=O)C3(NC(=O)OC(C)(C)C)CC3)cc2)no1, predict the reactants needed to synthesize it. The reactants are: CC(C)(C)OC(=O)NC1(C(=O)O)CC1.Cc1nc(-c2c(Cl)c3ccccc3n2-c2ccc(CN)cc2)no1. (4) Given the product CCN(CC1CCCC1)c1ncc(C#C[Si](C)(C)C)cc1CN(Cc1cc(C(F)(F)F)cc(C(F)(F)F)c1)c1nnn(C)n1, predict the reactants needed to synthesize it. The reactants are: C#C[Si](C)(C)C.CCN(CC1CCCC1)c1ncc(Br)cc1CN(Cc1cc(C(F)(F)F)cc(C(F)(F)F)c1)c1nnn(C)n1.